Task: Predict the reactants needed to synthesize the given product.. Dataset: Full USPTO retrosynthesis dataset with 1.9M reactions from patents (1976-2016) Given the product [CH3:30][N:31]([CH3:42])[CH2:32][CH2:33][O:34][C:35]1[CH:36]=[C:37]([NH:38][C:2]2[N:7]=[C:6]([C:8]3[C:9]([C:17]4[CH:18]=[C:19]([NH:23][C:24](=[O:29])[C:25]([F:28])([F:27])[F:26])[CH:20]=[CH:21][CH:22]=4)=[N:10][N:11]4[CH:16]=[CH:15][CH:14]=[CH:13][C:12]=34)[CH:5]=[CH:4][N:3]=2)[CH:39]=[CH:40][CH:41]=1, predict the reactants needed to synthesize it. The reactants are: Cl[C:2]1[N:7]=[C:6]([C:8]2[C:9]([C:17]3[CH:18]=[C:19]([NH:23][C:24](=[O:29])[C:25]([F:28])([F:27])[F:26])[CH:20]=[CH:21][CH:22]=3)=[N:10][N:11]3[CH:16]=[CH:15][CH:14]=[CH:13][C:12]=23)[CH:5]=[CH:4][N:3]=1.[CH3:30][N:31]([CH3:42])[CH2:32][CH2:33][O:34][C:35]1[CH:36]=[C:37]([CH:39]=[CH:40][CH:41]=1)[NH2:38].